From a dataset of Forward reaction prediction with 1.9M reactions from USPTO patents (1976-2016). Predict the product of the given reaction. (1) Given the reactants Cl[C:2]([O:4][CH2:5][C:6]1[CH:11]=[CH:10][CH:9]=[CH:8][CH:7]=1)=[O:3].[OH:12][C:13]1[CH:18]=[CH:17][C:16]([C@H:19]2[C@H:24]([O:25][Si:26]([CH:33]([CH3:35])[CH3:34])([CH:30]([CH3:32])[CH3:31])[CH:27]([CH3:29])[CH3:28])[CH2:23][NH:22][CH2:21][C@@H:20]2[OH:36])=[CH:15][CH:14]=1, predict the reaction product. The product is: [OH:36][C@@H:20]1[C@@H:19]([C:16]2[CH:15]=[CH:14][C:13]([OH:12])=[CH:18][CH:17]=2)[C@H:24]([O:25][Si:26]([CH:30]([CH3:32])[CH3:31])([CH:33]([CH3:35])[CH3:34])[CH:27]([CH3:28])[CH3:29])[CH2:23][N:22]([C:2]([O:4][CH2:5][C:6]2[CH:11]=[CH:10][CH:9]=[CH:8][CH:7]=2)=[O:3])[CH2:21]1. (2) Given the reactants Br[C:2]1[CH:11]=[CH:10][C:5]2[N:6]=[C:7]([CH3:9])[S:8][C:4]=2[CH:3]=1.[Cl-].[Li+].[CH3:14][Sn:15]([CH3:21])([CH3:20])[Sn:15]([CH3:21])([CH3:20])[CH3:14].CCOC(C)=O.CCCCCCC, predict the reaction product. The product is: [CH3:9][C:7]1[S:8][C:4]2[CH:3]=[C:2]([Sn:15]([CH3:21])([CH3:20])[CH3:14])[CH:11]=[CH:10][C:5]=2[N:6]=1. (3) Given the reactants Br[C:2]1[CH:7]=[CH:6][C:5]([C:8](=[C:17]2[CH2:23][CH2:22][CH2:21][CH2:20][CH2:19][CH2:18]2)[C:9]2[CH:14]=[CH:13][C:12]([OH:15])=[C:11]([F:16])[CH:10]=2)=[CH:4][CH:3]=1.[C:24]([O:28][CH2:29][CH3:30])(=[O:27])[CH:25]=[CH2:26].C(N(CC)CC)C.CN(C=O)C, predict the reaction product. The product is: [F:16][C:11]1[CH:10]=[C:9]([C:8](=[C:17]2[CH2:23][CH2:22][CH2:21][CH2:20][CH2:19][CH2:18]2)[C:5]2[CH:6]=[CH:7][C:2](/[CH:26]=[CH:25]/[C:24]([O:28][CH2:29][CH3:30])=[O:27])=[CH:3][CH:4]=2)[CH:14]=[CH:13][C:12]=1[OH:15]. (4) The product is: [CH3:1][S:2]([C:3]1[CH:4]=[C:5]([N:9]2[CH:14]=[CH:13][C:12](=[O:15])[C:11]([C:16]3[N:20]([C:21]4[CH:26]=[CH:25][CH:24]=[CH:23][CH:22]=4)[N:19]=[CH:18][CH:17]=3)=[N:10]2)[CH:6]=[CH:7][CH:8]=1)=[O:41]. Given the reactants [CH3:1][S:2][C:3]1[CH:4]=[C:5]([N:9]2[CH:14]=[CH:13][C:12](=[O:15])[C:11]([C:16]3[N:20]([C:21]4[CH:26]=[CH:25][CH:24]=[CH:23][CH:22]=4)[N:19]=[CH:18][CH:17]=3)=[N:10]2)[CH:6]=[CH:7][CH:8]=1.CSC1C=C(N2C=CC(=[O:41])C(C3C=CN(C4C=CC=CC=4)N=3)=N2)C=CC=1.C(=O)(O)[O-].[Na+].ClC1C=C(C=CC=1)C(OO)=O, predict the reaction product. (5) Given the reactants [CH3:1][C:2]1[CH:7]=[CH:6][C:5]([CH3:8])=[CH:4][C:3]=1[N:9]1[CH2:14][CH2:13][N:12]([C:15]([CH:17]2[N:21]([C:22]3[CH:27]=[CH:26][CH:25]=[CH:24][CH:23]=3)[C:20](=[O:28])[NH:19][CH2:18]2)=[O:16])[CH2:11][CH2:10]1.[H-].[Na+].[F:31][C:32]1[CH:33]=[C:34]([S:38](Cl)(=[O:40])=[O:39])[CH:35]=[CH:36][CH:37]=1, predict the reaction product. The product is: [CH3:1][C:2]1[CH:7]=[CH:6][C:5]([CH3:8])=[CH:4][C:3]=1[N:9]1[CH2:14][CH2:13][N:12]([C:15]([CH:17]2[CH2:18][N:19]([S:38]([C:34]3[CH:35]=[CH:36][CH:37]=[C:32]([F:31])[CH:33]=3)(=[O:40])=[O:39])[C:20](=[O:28])[N:21]2[C:22]2[CH:23]=[CH:24][CH:25]=[CH:26][CH:27]=2)=[O:16])[CH2:11][CH2:10]1.